This data is from Catalyst prediction with 721,799 reactions and 888 catalyst types from USPTO. The task is: Predict which catalyst facilitates the given reaction. (1) Reactant: [C:1](O)(=[O:3])[CH3:2].[NH2:5][C:6]1[CH:7]=[C:8]([C:12]2[N:17]=[C:16]([O:18][CH3:19])[N:15]=[C:14]([NH:20][CH2:21][CH2:22][C:23]3[CH:28]=[CH:27][C:26]([O:29][CH3:30])=[CH:25][CH:24]=3)[CH:13]=2)[CH:9]=[CH:10][CH:11]=1.C(Cl)(=O)C. Product: [CH3:19][O:18][C:16]1[N:17]=[C:12]([C:8]2[CH:7]=[C:6]([NH:5][C:1](=[O:3])[CH3:2])[CH:11]=[CH:10][CH:9]=2)[CH:13]=[C:14]([NH:20][CH2:21][CH2:22][C:23]2[CH:24]=[CH:25][C:26]([O:29][CH3:30])=[CH:27][CH:28]=2)[N:15]=1. The catalyst class is: 17. (2) Reactant: [CH3:1][O:2][C:3]1[CH:8]=[C:7]([O:9][CH3:10])[CH:6]=[C:5]([O:11][CH3:12])[C:4]=1[C:13]([CH3:17])=[CH:14][CH2:15][OH:16].[C:18](O[C:18](=[O:22])[C:19]([CH3:21])=[CH2:20])(=[O:22])[C:19]([CH3:21])=[CH2:20].C(N(CC)CC)C.O. Product: [CH3:12][O:11][C:5]1[CH:6]=[C:7]([O:9][CH3:10])[CH:8]=[C:3]([O:2][CH3:1])[C:4]=1[C:13]([CH3:17])=[CH:14][CH2:15][O:16][C:18](=[O:22])[C:19]([CH3:21])=[CH2:20]. The catalyst class is: 7. (3) Reactant: [CH3:1][C:2]([CH3:5])([O-])[CH3:3].[K+].C(O[C:12](=[O:15])[NH:13][OH:14])(C)(C)C.Br[C:17]([CH3:23])([CH3:22])[C:18]([O:20][CH3:21])=[O:19]. Product: [C:2]([N:13]([OH:14])[C:12]([C:17]([CH3:23])([CH3:22])[C:18]([O:20][CH3:21])=[O:19])=[O:15])([CH3:5])([CH3:3])[CH3:1]. The catalyst class is: 16.